Dataset: Forward reaction prediction with 1.9M reactions from USPTO patents (1976-2016). Task: Predict the product of the given reaction. (1) Given the reactants Cl.[NH:2]1[CH2:7][CH2:6][C:5](=[CH:8][C:9]2[CH:10]=[C:11]([CH:23]=[CH:24][CH:25]=2)[O:12][C:13]2[CH:18]=[CH:17][C:16]([C:19]([F:22])([F:21])[F:20])=[CH:15][N:14]=2)[CH2:4][CH2:3]1.[C:26]([C:29]1[S:33][C:32]([NH:34][C:35](=O)[O:36]C2C=CC=CC=2)=[N:31][C:30]=1[CH3:44])(=[O:28])[CH3:27].C(N(CC)CC)C.O, predict the reaction product. The product is: [C:26]([C:29]1[S:33][C:32]([NH:34][C:35]([N:2]2[CH2:7][CH2:6][C:5](=[CH:8][C:9]3[CH:25]=[CH:24][CH:23]=[C:11]([O:12][C:13]4[CH:18]=[CH:17][C:16]([C:19]([F:22])([F:20])[F:21])=[CH:15][N:14]=4)[CH:10]=3)[CH2:4][CH2:3]2)=[O:36])=[N:31][C:30]=1[CH3:44])(=[O:28])[CH3:27]. (2) Given the reactants [F:1][C:2]1[CH:28]=[CH:27][C:5]([CH2:6][N:7]2[C:19](=[O:20])[C:18]3[C:17]([O:21][CH2:22][O:23][CH3:24])=[C:16]4[C:11]([CH:12]=[CH:13][CH:14]=[N:15]4)=[C:10]([OH:25])[C:9]=3[C:8]2=[O:26])=[CH:4][CH:3]=1.C([O-])([O-])=O.[K+].[K+].[CH2:35](Br)[CH:36]=[CH2:37], predict the reaction product. The product is: [CH2:37]([O:25][C:10]1[C:9]2[C:8](=[O:26])[N:7]([CH2:6][C:5]3[CH:4]=[CH:3][C:2]([F:1])=[CH:28][CH:27]=3)[C:19](=[O:20])[C:18]=2[C:17]([O:21][CH2:22][O:23][CH3:24])=[C:16]2[C:11]=1[CH:12]=[CH:13][CH:14]=[N:15]2)[CH:36]=[CH2:35]. (3) Given the reactants C(N(CC)CC)C.[NH2:8][CH2:9][CH2:10][CH2:11][CH2:12][S:13]([C:16]1[CH:21]=[CH:20][CH:19]=[C:18]([N+:22]([O-:24])=[O:23])[CH:17]=1)(=[NH:15])=[O:14].[Br:25][C:26]1[C:27](Cl)=[N:28][C:29]([Cl:32])=[N:30][CH:31]=1, predict the reaction product. The product is: [Br:25][C:26]1[C:27]([NH:8][CH2:9][CH2:10][CH2:11][CH2:12][S:13]([C:16]2[CH:21]=[CH:20][CH:19]=[C:18]([N+:22]([O-:24])=[O:23])[CH:17]=2)(=[NH:15])=[O:14])=[N:28][C:29]([Cl:32])=[N:30][CH:31]=1.